Dataset: Reaction yield outcomes from USPTO patents with 853,638 reactions. Task: Predict the reaction yield, written as a fraction of the theoretical maximum amount of product (1.0 means a 100% yield; for example, 0.34 means a 34% yield). (1) The reactants are [NH2:1][C:2]1[CH:7]=[CH:6][C:5](Br)=[CH:4][N:3]=1.[C:9]([O:13][CH2:14][C:15]1[CH:20]=[CH:19][CH:18]=[CH:17][CH:16]=1)(=[O:12])[CH:10]=[CH2:11].C1(C)C=CC=CC=1P(C1C=CC=CC=1C)C1C=CC=CC=1C.C(N(C(C)C)CC)(C)C. The catalyst is C(#N)CC.CC([O-])=O.CC([O-])=O.[Pd+2]. The product is [NH2:1][C:2]1[N:3]=[CH:4][C:5](/[CH:11]=[CH:10]/[C:9]([O:13][CH2:14][C:15]2[CH:20]=[CH:19][CH:18]=[CH:17][CH:16]=2)=[O:12])=[CH:6][CH:7]=1. The yield is 0.390. (2) The reactants are [Cl:1][C:2]1[CH:3]=[C:4]([C@@H:8]2[C@@H:17]([OH:18])[C@@H:16]([OH:19])[C:15]3[C:10](=[CH:11][CH:12]=[CH:13][CH:14]=3)[O:9]2)[CH:5]=[CH:6][CH:7]=1. The catalyst is C(Cl)Cl.[O-2].[O-2].[Mn+4]. The product is [Cl:1][C:2]1[CH:3]=[C:4]([C@@H:8]2[C@@H:17]([OH:18])[C:16](=[O:19])[C:15]3[C:10](=[CH:11][CH:12]=[CH:13][CH:14]=3)[O:9]2)[CH:5]=[CH:6][CH:7]=1. The yield is 0.590. (3) The reactants are [Cl:1][C:2]1[CH:7]=[C:6]([Cl:8])[CH:5]=[CH:4][C:3]=1[C@H:9]1[C:14]([C:15]([O:17][C@H:18]([CH3:24])[C:19]([O:21][CH2:22][CH3:23])=[O:20])=[O:16])=[C:13]([CH2:25]Br)[NH:12][C:11]([C:27]2[S:28][CH:29]=[CH:30][N:31]=2)=[N:10]1.[NH:32]1[CH2:37][CH2:36][O:35][CH2:34][CH2:33]1. The catalyst is C(O)(C)C. The product is [Cl:1][C:2]1[CH:7]=[C:6]([Cl:8])[CH:5]=[CH:4][C:3]=1[C@H:9]1[C:14]([C:15]([O:17][C@H:18]([CH3:24])[C:19]([O:21][CH2:22][CH3:23])=[O:20])=[O:16])=[C:13]([CH2:25][N:32]2[CH2:37][CH2:36][O:35][CH2:34][CH2:33]2)[NH:12][C:11]([C:27]2[S:28][CH:29]=[CH:30][N:31]=2)=[N:10]1. The yield is 0.610. (4) The reactants are O[CH2:2][C:3]1[NH:7][N:6]=[C:5]([C:8]2[CH:13]=[CH:12][C:11]([C:14]3[N:19]=[C:18]4[N:20]([CH2:24][CH2:25][CH:26]5[CH2:31][CH2:30][O:29][CH2:28][CH2:27]5)[C:21](=[O:23])[NH:22][C:17]4=[N:16][CH:15]=3)=[CH:10][CH:9]=2)[N:4]=1.O=C1NC2=NC=C(C3C=CC(C(=N)OCC)=CC=3)N=C2[N:34]1CCC1CCOCC1.OCC(NN)=O.C(N(CC)CC)C. The catalyst is C(O)C. The product is [NH2:34][CH2:2][C:3]1[NH:7][N:6]=[C:5]([C:8]2[CH:13]=[CH:12][C:11]([C:14]3[N:19]=[C:18]4[N:20]([CH2:24][CH2:25][CH:26]5[CH2:27][CH2:28][O:29][CH2:30][CH2:31]5)[C:21](=[O:23])[NH:22][C:17]4=[N:16][CH:15]=3)=[CH:10][CH:9]=2)[N:4]=1. The yield is 0.490. (5) The reactants are NC[C@@H]1C[C@H](O)C1.CS([O:12][C@H:13]1[CH2:16][C@@H:15]([CH2:17][N:18]([C:20]([O:22][C:23]([CH3:26])([CH3:25])[CH3:24])=[O:21])[CH3:19])[CH2:14]1)(=O)=O.[Cl:27][C:28]1[CH:29]=[C:30](O)[CH:31]=[C:32]([F:40])[C:33]=1[CH2:34][N:35]1[CH2:39][CH2:38][CH2:37][CH2:36]1.C([O-])([O-])=O.[Cs+].[Cs+]. The catalyst is CS(C)=O.CCOC(C)=O.O. The product is [Cl:27][C:28]1[CH:29]=[C:30]([CH:31]=[C:32]([F:40])[C:33]=1[CH2:34][N:35]1[CH2:39][CH2:38][CH2:37][CH2:36]1)[O:12][C@H:13]1[CH2:16][C@H:15]([CH2:17][N:18]([CH3:19])[C:20](=[O:21])[O:22][C:23]([CH3:26])([CH3:25])[CH3:24])[CH2:14]1. The yield is 0.820.